From a dataset of Forward reaction prediction with 1.9M reactions from USPTO patents (1976-2016). Predict the product of the given reaction. (1) Given the reactants [NH:1]1[C:10]2[C:5](=[CH:6][CH:7]=[CH:8][CH:9]=2)[CH2:4][CH2:3][CH2:2]1.[CH3:11][N:12]1[CH2:17][CH2:16][C:15](=O)[CH2:14][CH2:13]1.C(O[BH-](OC(=O)C)OC(=O)C)(=O)C.[Na+].N, predict the reaction product. The product is: [CH3:11][N:12]1[CH2:17][CH2:16][CH:15]([N:1]2[C:10]3[C:5](=[CH:6][CH:7]=[CH:8][CH:9]=3)[CH2:4][CH2:3][CH2:2]2)[CH2:14][CH2:13]1. (2) Given the reactants [CH2:1]([N:3]1[C:7]([C:8](O)=[O:9])=[CH:6][CH:5]=[N:4]1)[CH3:2].[H-].[H-].[H-].[H-].[Li+].[Al+3], predict the reaction product. The product is: [CH2:1]([N:3]1[C:7]([CH2:8][OH:9])=[CH:6][CH:5]=[N:4]1)[CH3:2]. (3) Given the reactants [F:1][C:2]1[CH:11]=[CH:10][C:5]([C:6]([O:8][CH3:9])=[O:7])=[CH:4][C:3]=1[N+:12]([O-])=O, predict the reaction product. The product is: [NH2:12][C:3]1[CH:4]=[C:5]([CH:10]=[CH:11][C:2]=1[F:1])[C:6]([O:8][CH3:9])=[O:7]. (4) Given the reactants [CH2:1]([O:11][C:12]1[CH:13]=[C:14]([CH:17]=[C:18]([O:20][CH2:21][CH2:22][CH2:23][CH2:24][CH2:25][CH2:26][CH2:27][CH2:28][CH2:29][CH3:30])[CH:19]=1)[CH2:15]Cl)[CH2:2][CH2:3][CH2:4][CH2:5][CH2:6][CH2:7][CH2:8][CH2:9][CH3:10].[N-:31]=[N+:32]=[N-:33].[Na+], predict the reaction product. The product is: [CH2:1]([O:11][C:12]1[CH:13]=[C:14]([CH:17]=[C:18]([O:20][CH2:21][CH2:22][CH2:23][CH2:24][CH2:25][CH2:26][CH2:27][CH2:28][CH2:29][CH3:30])[CH:19]=1)[CH2:15][N:31]=[N+:32]=[N-:33])[CH2:2][CH2:3][CH2:4][CH2:5][CH2:6][CH2:7][CH2:8][CH2:9][CH3:10]. (5) The product is: [CH:30]1([C:26]2[C:25]([F:33])=[C:24]([CH:29]=[CH:28][CH:27]=2)[O:23][C:21]2[CH2:22][N:18]([C@@H:13]([CH2:14][CH:15]([CH3:16])[CH3:17])[C:12]([NH:11][C:8]3[CH:9]=[CH:10][N:6]([CH2:5][C:4]([OH:36])=[O:3])[N:7]=3)=[O:35])[C:19](=[O:34])[CH:20]=2)[CH2:32][CH2:31]1. Given the reactants C([O:3][C:4](=[O:36])[CH2:5][N:6]1[CH:10]=[CH:9][C:8]([NH:11][C:12](=[O:35])[C@@H:13]([N:18]2[CH2:22][C:21]([O:23][C:24]3[CH:29]=[CH:28][CH:27]=[C:26]([CH:30]4[CH2:32][CH2:31]4)[C:25]=3[F:33])=[CH:20][C:19]2=[O:34])[CH2:14][CH:15]([CH3:17])[CH3:16])=[N:7]1)C.[OH-].[Li+], predict the reaction product. (6) Given the reactants [C:1](Cl)(Cl)=[O:2].[CH3:5][O:6][C:7]1[CH:8]=[C:9]([CH:14]=[CH:15][C:16]=1[N+:17]([O-:19])=[O:18])[C:10]([NH:12][NH2:13])=[O:11], predict the reaction product. The product is: [CH3:5][O:6][C:7]1[CH:8]=[C:9]([C:10]2[O:11][C:1](=[O:2])[NH:13][N:12]=2)[CH:14]=[CH:15][C:16]=1[N+:17]([O-:19])=[O:18]. (7) Given the reactants NC1C=C(NC2C(F)=CN=C(Cl)N=2)C=CC=1.[CH:17]([O:20][C:21]1[CH:27]=[CH:26][C:24](N)=[CH:23][CH:22]=1)([CH3:19])[CH3:18].[NH2:28][C:29]1[CH:30]=[C:31]([NH:35][C:36]2[C:41]([F:42])=[CH:40][N:39]=[C:38]([NH:43]C3C=CC(OC(C)C)=CC=3)[N:37]=2)[CH:32]=[CH:33][CH:34]=1, predict the reaction product. The product is: [NH2:28][C:29]1[CH:30]=[C:31]([NH:35][C:36]2[C:41]([F:42])=[CH:40][N:39]=[C:38]([NH:43][C:23]3[CH:24]=[CH:26][CH:27]=[C:21]([O:20][CH:17]([CH3:19])[CH3:18])[CH:22]=3)[N:37]=2)[CH:32]=[CH:33][CH:34]=1. (8) The product is: [Cl:14][CH2:13][C:8]([C:2]1([CH3:1])[CH2:7][CH2:6][CH2:5][CH2:4][CH2:3]1)=[O:9]. Given the reactants [CH3:1][C:2]1([C:8](Cl)=[O:9])[CH2:7][CH2:6][CH2:5][CH2:4][CH2:3]1.[N+](=[CH2:13])=[N-].[ClH:14], predict the reaction product. (9) The product is: [Cl:36][C:37]1[CH:43]=[C:42]([O:44][C:45]2[C:46]3[N:53]([CH3:54])[CH:52]=[CH:51][C:47]=3[N:48]=[CH:49][N:50]=2)[CH:41]=[CH:40][C:38]=1[NH:39][C:27]([NH:13][C:12]1[CH:14]=[CH:15][C:9]([O:8][CH:5]2[CH2:6][CH2:7][N:2]([CH3:1])[CH2:3][CH2:4]2)=[C:10]([C:16]([F:17])([F:18])[F:19])[CH:11]=1)=[O:28]. Given the reactants [CH3:1][N:2]1[CH2:7][CH2:6][CH:5]([O:8][C:9]2[CH:15]=[CH:14][C:12]([NH2:13])=[CH:11][C:10]=2[C:16]([F:19])([F:18])[F:17])[CH2:4][CH2:3]1.N1C=CC=CC=1.Cl[C:27](OC1C=CC=CC=1)=[O:28].[Cl:36][C:37]1[CH:43]=[C:42]([O:44][C:45]2[C:46]3[N:53]([CH3:54])[CH:52]=[CH:51][C:47]=3[N:48]=[CH:49][N:50]=2)[CH:41]=[CH:40][C:38]=1[NH2:39], predict the reaction product.